This data is from Full USPTO retrosynthesis dataset with 1.9M reactions from patents (1976-2016). The task is: Predict the reactants needed to synthesize the given product. (1) Given the product [C:25]([C:17]1[N:18]([CH2:23][CH3:24])[C:19]2[C:15]([N:16]=1)=[C:14]([NH:13][C@H:10]1[CH2:11][CH2:12][N:8]([C:6]([O:5][C:1]([CH3:4])([CH3:2])[CH3:3])=[O:7])[CH2:9]1)[N:22]=[CH:21][N:20]=2)(=[O:27])[NH2:29], predict the reactants needed to synthesize it. The reactants are: [C:1]([O:5][C:6]([N:8]1[CH2:12][CH2:11][C@H:10]([NH:13][C:14]2[N:22]=[CH:21][N:20]=[C:19]3[C:15]=2[N:16]=[C:17]([C:25]([O:27]C)=O)[N:18]3[CH2:23][CH3:24])[CH2:9]1)=[O:7])([CH3:4])([CH3:3])[CH3:2].[NH3:29]. (2) The reactants are: [CH:1]([Si:4]([CH:16]([CH3:18])[CH3:17])([CH:13]([CH3:15])[CH3:14])[O:5][CH2:6][C:7]1[CH:11]=[CH:10][O:9][C:8]=1[CH3:12])([CH3:3])[CH3:2].C([Li])(CC)C.Cl[C:25]([O:27][CH3:28])=[O:26].[Cl-].[NH4+]. Given the product [CH3:28][O:27][C:25]([C:10]1[O:9][C:8]([CH3:12])=[C:7]([CH2:6][O:5][Si:4]([CH:1]([CH3:3])[CH3:2])([CH:13]([CH3:15])[CH3:14])[CH:16]([CH3:18])[CH3:17])[CH:11]=1)=[O:26], predict the reactants needed to synthesize it. (3) Given the product [CH:13]1([N:17]2[CH2:18][CH2:19][C:20]3([CH2:27][CH2:26][N:25]([C:8]([C:7]4[CH:6]=[CH:5][C:4]([C:1](=[O:3])[CH3:2])=[CH:12][CH:11]=4)=[O:10])[CH2:24][CH2:23]3)[CH2:21][CH2:22]2)[CH2:16][CH2:15][CH2:14]1, predict the reactants needed to synthesize it. The reactants are: [C:1]([C:4]1[CH:12]=[CH:11][C:7]([C:8]([OH:10])=O)=[CH:6][CH:5]=1)(=[O:3])[CH3:2].[CH:13]1([N:17]2[CH2:22][CH2:21][C:20]3([CH2:27][CH2:26][NH:25][CH2:24][CH2:23]3)[CH2:19][CH2:18]2)[CH2:16][CH2:15][CH2:14]1.F[P-](F)(F)(F)(F)F.N1(O[P+](N(C)C)(N(C)C)N(C)C)C2C=CC=CC=2N=N1. (4) Given the product [C:1]([OH:4])(=[O:3])[CH3:2].[C:20]([C:17]1[CH:16]=[CH:15][C:14]([C:11]2[CH:12]=[CH:13][N:8]([CH2:7][C:6](=[NH:5])[NH2:25])[C:9](=[O:24])[CH:10]=2)=[CH:19][CH:18]=1)([CH3:23])([CH3:21])[CH3:22], predict the reactants needed to synthesize it. The reactants are: [C:1]([O:4][N:5]=[C:6]([NH2:25])[CH2:7][N:8]1[CH:13]=[CH:12][C:11]([C:14]2[CH:19]=[CH:18][C:17]([C:20]([CH3:23])([CH3:22])[CH3:21])=[CH:16][CH:15]=2)=[CH:10][C:9]1=[O:24])(=[O:3])[CH3:2]. (5) Given the product [F:39][C:27]1[C:5]2[N:6]=[C:7]([C:9]3[C:10]([NH2:26])=[N:11][CH:12]=[C:13]([C:15]4[CH:16]=[N:17][N:18]([CH:20]5[CH2:25][CH2:24][NH:23][CH2:22][CH2:21]5)[CH:19]=4)[CH:14]=3)[S:8][C:4]=2[CH:3]=[CH:2][CH:28]=1, predict the reactants needed to synthesize it. The reactants are: F[C:2]1[CH:28]=[CH:27][C:5]2[N:6]=[C:7]([C:9]3[C:10]([NH2:26])=[N:11][CH:12]=[C:13]([C:15]4[CH:16]=[N:17][N:18]([CH:20]5[CH2:25][CH2:24][NH:23][CH2:22][CH2:21]5)[CH:19]=4)[CH:14]=3)[S:8][C:4]=2[CH:3]=1.ClC1SC2C=CC=C([F:39])C=2N=1. (6) Given the product [O:2]1[C:6]2[CH:7]=[CH:8][C:9]([CH:11]3[C:15]4[NH:16][C:17]5[CH:18]=[CH:19][CH:20]=[CH:21][C:22]=5[C:23](=[O:24])[C:14]=4[CH2:13][N:12]3[C:26]3[CH:31]=[CH:30][CH:29]=[CH:28][N:27]=3)=[CH:10][C:5]=2[CH2:4][CH2:3]1, predict the reactants needed to synthesize it. The reactants are: Cl.[O:2]1[C:6]2[CH:7]=[CH:8][C:9]([CH:11]3[C:15]4[NH:16][C:17]5[CH:18]=[CH:19][CH:20]=[CH:21][C:22]=5[C:23](=[O:24])[C:14]=4[CH2:13][NH:12]3)=[CH:10][C:5]=2[CH2:4][CH2:3]1.Br[C:26]1[CH:31]=[CH:30][CH:29]=[CH:28][N:27]=1.C1C=CC(P(C2C(C3C(P(C4C=CC=CC=4)C4C=CC=CC=4)=CC=C4C=3C=CC=C4)=C3C(C=CC=C3)=CC=2)C2C=CC=CC=2)=CC=1.CC([O-])(C)C.[Na+]. (7) Given the product [Cl:1][C:2]1[N:10]=[C:9]2[C:5]([N:6]=[C:7]([CH:17]([OH:19])[CH3:18])[N:8]2[CH:11]2[CH2:16][CH2:15][CH2:14][CH2:13][O:12]2)=[C:4]([N:20]2[CH2:25][CH2:24][O:23][CH2:22][CH2:21]2)[N:3]=1, predict the reactants needed to synthesize it. The reactants are: [Cl:1][C:2]1[N:10]=[C:9]2[C:5]([N:6]=[C:7]([C:17](=[O:19])[CH3:18])[N:8]2[CH:11]2[CH2:16][CH2:15][CH2:14][CH2:13][O:12]2)=[C:4]([N:20]2[CH2:25][CH2:24][O:23][CH2:22][CH2:21]2)[N:3]=1.[BH4-].[Na+]. (8) Given the product [CH3:68][C@H:63]([NH:60][C:61](=[O:62])[N:2]([CH3:1])[CH2:3][CH2:4][N:5]([CH:6]([CH2:9][CH3:10])[CH2:7][CH3:8])[CH2:11][C:12]1[CH:13]=[C:14]([CH:48]=[CH:49][CH:50]=1)[C:15]([NH:17][C:18]1[S:19][C:20]2[CH2:47][CH2:46][CH2:45][CH2:44][C:21]=2[C:22]=1[C:23]([NH:25][C:26]1[CH:31]=[CH:30][C:29]([CH2:32][CH2:33][C:34]2[CH:35]=[CH:36][C:37]([C:38]([O:40][CH3:41])=[O:39])=[CH:42][CH:43]=2)=[CH:28][CH:27]=1)=[O:24])=[O:16])[C:64](=[O:65])[O:66][CH3:67], predict the reactants needed to synthesize it. The reactants are: [CH3:1][NH:2][CH2:3][CH2:4][N:5]([CH2:11][C:12]1[CH:13]=[C:14]([CH:48]=[CH:49][CH:50]=1)[C:15]([NH:17][C:18]1[S:19][C:20]2[CH2:47][CH2:46][CH2:45][CH2:44][C:21]=2[C:22]=1[C:23]([NH:25][C:26]1[CH:31]=[CH:30][C:29]([CH2:32][CH2:33][C:34]2[CH:43]=[CH:42][C:37]([C:38]([O:40][CH3:41])=[O:39])=[CH:36][CH:35]=2)=[CH:28][CH:27]=1)=[O:24])=[O:16])[CH:6]([CH2:9][CH3:10])[CH2:7][CH3:8].C(N(C(C)C)C(C)C)C.[N:60]([C@@H:63]([CH3:68])[C:64]([O:66][CH3:67])=[O:65])=[C:61]=[O:62].C(=O)([O-])O.[Na+]. (9) Given the product [NH:8]1[C:9]2[C:5](=[CH:4][CH:3]=[C:2]([C:27]3[CH:26]=[C:25]([CH:30]=[CH:29][CH:28]=3)[O:24][CH2:23][CH:22]([OH:40])[CH2:21][N:12]3[CH2:13][CH2:14][C:15]4[C:20](=[CH:19][CH:18]=[CH:17][CH:16]=4)[CH2:11]3)[CH:10]=2)[CH:6]=[N:7]1, predict the reactants needed to synthesize it. The reactants are: Br[C:2]1[CH:10]=[C:9]2[C:5]([CH:6]=[N:7][NH:8]2)=[CH:4][CH:3]=1.[CH2:11]1[C:20]2[C:15](=[CH:16][CH:17]=[CH:18][CH:19]=2)[CH2:14][CH2:13][N:12]1[CH2:21][CH:22]([OH:40])[CH2:23][O:24][C:25]1[CH:30]=[CH:29][CH:28]=[C:27](B2OC(C)(C)C(C)(C)O2)[CH:26]=1.C([O-])([O-])=O.[K+].[K+].CC(=O)OCC.